This data is from Forward reaction prediction with 1.9M reactions from USPTO patents (1976-2016). The task is: Predict the product of the given reaction. (1) Given the reactants [CH3:1][C:2]1[O:3][C:4]2[C:10]3[O:11][C@@H:12]([CH2:15][OH:16])[CH2:13][O:14][C:9]=3[CH:8]=[CH:7][C:5]=2[N:6]=1.[C:17]1([CH3:27])[CH:22]=[CH:21][C:20]([S:23](Cl)(=[O:25])=[O:24])=[CH:19][CH:18]=1.C(N(C(C)C)CC)(C)C, predict the reaction product. The product is: [CH3:27][C:17]1[CH:22]=[CH:21][C:20]([S:23]([O:16][CH2:15][CH:12]2[CH2:13][O:14][C:9]3[CH:8]=[CH:7][C:5]4[N:6]=[C:2]([CH3:1])[O:3][C:4]=4[C:10]=3[O:11]2)(=[O:25])=[O:24])=[CH:19][CH:18]=1. (2) The product is: [Cl:19][C:16]1[CH:17]=[CH:18][C:13]([C:4]2[C:3]([CH:20]=[CH2:21])=[C:2]([CH3:23])[CH:11]=[C:10]3[C:5]=2[CH:6]=[CH:7][CH:8]=[N:9]3)=[CH:14][CH:15]=1. Given the reactants Cl[C:2]1[CH:11]=[C:10]2[C:5]([CH:6]=[CH:7][C:8](C)=[N:9]2)=[C:4]([C:13]2[CH:18]=[CH:17][C:16]([Cl:19])=[CH:15][CH:14]=2)[C:3]=1[CH:20]=[CH2:21].F[C:23](F)(F)S(OC1C(C2C=CC(Cl)=CC=2)=C2C(=CC=1C)N=CC=C2)(=O)=O, predict the reaction product. (3) Given the reactants [C:1]([O:5][C:6](=[O:22])[NH:7][C:8]1[CH:13]=[C:12]([N:14]([CH3:18])[CH2:15][CH2:16][CH3:17])[C:11]([C:19]#[N:20])=[CH:10][C:9]=1[NH2:21])([CH3:4])([CH3:3])[CH3:2].C([O:27][C:28](=O)[CH2:29][C:30]([C:32]1[CH:37]=[CH:36][CH:35]=[C:34]([C:38]2[O:42][N:41]=[C:40]([CH3:43])[CH:39]=2)[CH:33]=1)=[O:31])(C)(C)C, predict the reaction product. The product is: [C:1]([O:5][C:6](=[O:22])[NH:7][C:8]1[CH:13]=[C:12]([N:14]([CH3:18])[CH2:15][CH2:16][CH3:17])[C:11]([C:19]#[N:20])=[CH:10][C:9]=1[NH:21][C:28](=[O:27])[CH2:29][C:30]([C:32]1[CH:37]=[CH:36][CH:35]=[C:34]([C:38]2[O:42][N:41]=[C:40]([CH3:43])[CH:39]=2)[CH:33]=1)=[O:31])([CH3:2])([CH3:3])[CH3:4]. (4) Given the reactants O[N:2]=[C:3]([C:15]1[CH:20]=[CH:19][CH:18]=[CH:17][CH:16]=1)[CH2:4][CH2:5][CH2:6][NH:7][C:8](=[O:14])[O:9][C:10]([CH3:13])([CH3:12])[CH3:11], predict the reaction product. The product is: [NH2:2][CH:3]([C:15]1[CH:20]=[CH:19][CH:18]=[CH:17][CH:16]=1)[CH2:4][CH2:5][CH2:6][NH:7][C:8](=[O:14])[O:9][C:10]([CH3:13])([CH3:11])[CH3:12]. (5) Given the reactants [CH3:1][O:2][C:3]1[CH:12]=[C:11]([O:13][CH2:14][CH2:15][O:16][CH2:17][C:18]2[CH:19]=[N:20][CH:21]=[CH:22][CH:23]=2)[CH:10]=[C:9]2[C:4]=1[C:5](=[O:36])[NH:6][C:7]([C:24]1[CH:29]=[C:28]([CH3:30])[C:27]([O:31]COC)=[C:26]([CH3:35])[CH:25]=1)=[N:8]2, predict the reaction product. The product is: [OH:31][C:27]1[C:26]([CH3:35])=[CH:25][C:24]([C:7]2[NH:6][C:5](=[O:36])[C:4]3[C:9](=[CH:10][C:11]([O:13][CH2:14][CH2:15][O:16][CH2:17][C:18]4[CH:19]=[N:20][CH:21]=[CH:22][CH:23]=4)=[CH:12][C:3]=3[O:2][CH3:1])[N:8]=2)=[CH:29][C:28]=1[CH3:30].